Dataset: Merck oncology drug combination screen with 23,052 pairs across 39 cell lines. Task: Regression. Given two drug SMILES strings and cell line genomic features, predict the synergy score measuring deviation from expected non-interaction effect. Drug 1: COC1CC2CCC(C)C(O)(O2)C(=O)C(=O)N2CCCCC2C(=O)OC(C(C)CC2CCC(OP(C)(C)=O)C(OC)C2)CC(=O)C(C)C=C(C)C(O)C(OC)C(=O)C(C)CC(C)C=CC=CC=C1C. Drug 2: Cn1c(=O)n(-c2ccc(C(C)(C)C#N)cc2)c2c3cc(-c4cnc5ccccc5c4)ccc3ncc21. Cell line: OVCAR3. Synergy scores: synergy=84.3.